This data is from Peptide-MHC class I binding affinity with 185,985 pairs from IEDB/IMGT. The task is: Regression. Given a peptide amino acid sequence and an MHC pseudo amino acid sequence, predict their binding affinity value. This is MHC class I binding data. (1) The peptide sequence is IQVNKGVAY. The MHC is HLA-B15:09 with pseudo-sequence HLA-B15:09. The binding affinity (normalized) is 0.0847. (2) The peptide sequence is HQLDPAFRA. The MHC is HLA-A02:01 with pseudo-sequence HLA-A02:01. The binding affinity (normalized) is 0.177. (3) The peptide sequence is RRNNRVFFR. The MHC is HLA-A31:01 with pseudo-sequence HLA-A31:01. The binding affinity (normalized) is 0.733. (4) The peptide sequence is KEHVIQNAF. The MHC is HLA-A02:03 with pseudo-sequence HLA-A02:03. The binding affinity (normalized) is 0.0159. (5) The binding affinity (normalized) is 0.323. The peptide sequence is LSVETITEK. The MHC is HLA-A33:01 with pseudo-sequence HLA-A33:01. (6) The peptide sequence is YIFFASFYY. The MHC is HLA-A33:01 with pseudo-sequence HLA-A33:01. The binding affinity (normalized) is 0.309.